This data is from Catalyst prediction with 721,799 reactions and 888 catalyst types from USPTO. The task is: Predict which catalyst facilitates the given reaction. (1) Reactant: [C:1]([N:20]1[CH:24]=[C:23]([CH:25]=[O:26])[N:22]=[CH:21]1)([C:14]1[CH:19]=[CH:18][CH:17]=[CH:16][CH:15]=1)([C:8]1[CH:13]=[CH:12][CH:11]=[CH:10][CH:9]=1)[C:2]1[CH:7]=[CH:6][CH:5]=[CH:4][CH:3]=1.CC1C=CC(S([CH2:37][N+:38]#[C-:39])(=O)=O)=CC=1.C([O-])([O-])=O.[K+].[K+]. Product: [C:1]([N:20]1[CH:24]=[C:23]([C:25]2[O:26][CH:39]=[N:38][CH:37]=2)[N:22]=[CH:21]1)([C:14]1[CH:15]=[CH:16][CH:17]=[CH:18][CH:19]=1)([C:8]1[CH:9]=[CH:10][CH:11]=[CH:12][CH:13]=1)[C:2]1[CH:7]=[CH:6][CH:5]=[CH:4][CH:3]=1. The catalyst class is: 24. (2) The catalyst class is: 773. Reactant: [Cl:1][C:2]1[CH:7]=[C:6]([Cl:8])[CH:5]=[CH:4][C:3]=1[C:9]1[N:10]=[C:11]([C:14]2([C:17]3[CH:22]=[CH:21][CH:20]=[CH:19][C:18]=3[O:23][CH3:24])[CH2:16][CH2:15]2)[S:12][CH:13]=1.[Li+].CCC[CH2-].[C:30](Cl)(=[O:32])[CH3:31].O. Product: [Cl:1][C:2]1[CH:7]=[C:6]([Cl:8])[CH:5]=[CH:4][C:3]=1[C:9]1[N:10]=[C:11]([C:14]2([C:17]3[CH:22]=[CH:21][CH:20]=[CH:19][C:18]=3[O:23][CH3:24])[CH2:15][CH2:16]2)[S:12][C:13]=1[C:30](=[O:32])[CH3:31]. (3) Reactant: [C:1]([C:3]1[NH:7][C:6]([C:8]([OH:10])=[O:9])=[CH:5][CH:4]=1)#N.Cl.CN(C)CCCN=C=N[CH2:20][CH3:21].[OH:23]C1C2N=NNC=2C=CC=1.N1(C2C=CC=CC=2N)CCCCC1. Product: [CH2:20]([O:10][C:8]([C:6]1[NH:7][C:3]([CH:1]=[O:23])=[CH:4][CH:5]=1)=[O:9])[CH3:21]. The catalyst class is: 614. (4) Reactant: C[N+]1([O-])[CH2:7][CH2:6][O:5][CH2:4][CH2:3]1.[C:9]([OH:13])(C)(C)[CH3:10].C[C:15](C)=[O:16].N#N.[OH2:20]. Product: [CH2:4]([O:5][CH:6]([O:13][CH2:9][CH3:10])[CH:7]([OH:20])[CH2:15][OH:16])[CH3:3]. The catalyst class is: 771. (5) Reactant: [CH3:1][O:2][C:3]1[CH:4]=[C:5]2[C:10](=[CH:11][CH:12]=1)[N:9]=[C:8]([C:13]1[CH:14]=[N:15][CH:16]=[CH:17][CH:18]=1)[N:7]=[C:6]2O.O=S(Cl)[Cl:22].[NH4+].[OH-]. Product: [Cl:22][C:6]1[C:5]2[C:10](=[CH:11][CH:12]=[C:3]([O:2][CH3:1])[CH:4]=2)[N:9]=[C:8]([C:13]2[CH:14]=[N:15][CH:16]=[CH:17][CH:18]=2)[N:7]=1. The catalyst class is: 3.